This data is from TCR-epitope binding with 47,182 pairs between 192 epitopes and 23,139 TCRs. The task is: Binary Classification. Given a T-cell receptor sequence (or CDR3 region) and an epitope sequence, predict whether binding occurs between them. (1) The epitope is FQPTNGVGY. The TCR CDR3 sequence is CASSQDPVWDRSGANVLTF. Result: 0 (the TCR does not bind to the epitope). (2) The epitope is KAFSPEVIPMF. The TCR CDR3 sequence is CATSDRMDNEQFF. Result: 1 (the TCR binds to the epitope). (3) The epitope is NEGVKAAW. Result: 1 (the TCR binds to the epitope). The TCR CDR3 sequence is CASSNWDSQETQYF. (4) The epitope is RLFRKSNLK. The TCR CDR3 sequence is CASSLPGRDEQYF. Result: 0 (the TCR does not bind to the epitope). (5) The epitope is GLCTLVAML. The TCR CDR3 sequence is CASSEGRISPGELFF. Result: 1 (the TCR binds to the epitope).